Dataset: Forward reaction prediction with 1.9M reactions from USPTO patents (1976-2016). Task: Predict the product of the given reaction. (1) Given the reactants [C:1]([O:5][C@@H:6]([C:11]1[C:23]([CH3:24])=[CH:22][N:14]2[N:15]=[C:16]3[C:21]([CH:20]=[CH:19][CH:18]=[CH:17]3)=[C:13]2[C:12]=1OS(C(F)(F)F)(=O)=O)[C:7]([O:9][CH3:10])=[O:8])([CH3:4])([CH3:3])[CH3:2].[F:33][C:34]1[CH:35]=[C:36](B(O)O)[C:37]([CH3:44])=[C:38]2[C:43]=1[O:42][CH2:41][CH2:40][CH2:39]2.C([O-])([O-])=O.[Na+].[Na+], predict the reaction product. The product is: [C:1]([O:5][C@@H:6]([C:11]1[C:23]([CH3:24])=[CH:22][N:14]2[N:15]=[C:16]3[C:21]([CH:20]=[CH:19][CH:18]=[CH:17]3)=[C:13]2[C:12]=1[C:36]1[C:37]([CH3:44])=[C:38]2[C:43](=[C:34]([F:33])[CH:35]=1)[O:42][CH2:41][CH2:40][CH2:39]2)[C:7]([O:9][CH3:10])=[O:8])([CH3:4])([CH3:3])[CH3:2]. (2) Given the reactants [CH:1]1([NH:4][C:5](=[O:32])[C:6]2[CH:11]=[CH:10][C:9]([CH3:12])=[C:8]([N:13]3[CH:18]=[CH:17][N:16]=[C:15]([NH:19][C:20]4([C:23]5[CH:28]=[C:27]([F:29])[CH:26]=[CH:25][C:24]=5[OH:30])[CH2:22][CH2:21]4)[C:14]3=[O:31])[CH:7]=2)[CH2:3][CH2:2]1.Br[CH2:34][CH2:35][Cl:36].C(=O)([O-])[O-].[Cs+].[Cs+], predict the reaction product. The product is: [Cl:36][CH2:35][CH2:34][O:30][C:24]1[CH:25]=[CH:26][C:27]([F:29])=[CH:28][C:23]=1[C:20]1([NH:19][C:15]2[C:14](=[O:31])[N:13]([C:8]3[CH:7]=[C:6]([CH:11]=[CH:10][C:9]=3[CH3:12])[C:5]([NH:4][CH:1]3[CH2:3][CH2:2]3)=[O:32])[CH:18]=[CH:17][N:16]=2)[CH2:22][CH2:21]1. (3) The product is: [CH3:13][O:14][CH2:15][C@@H:16]([NH:17][CH2:2][C:3]1[CH:4]=[C:5]([CH:10]=[CH:11][CH:12]=1)[C:6]([O:8][CH3:9])=[O:7])[C:18]1[CH:23]=[CH:22][CH:21]=[CH:20][CH:19]=1. Given the reactants Br[CH2:2][C:3]1[CH:4]=[C:5]([CH:10]=[CH:11][CH:12]=1)[C:6]([O:8][CH3:9])=[O:7].[CH3:13][O:14][CH2:15][C@H:16]([C:18]1[CH:23]=[CH:22][CH:21]=[CH:20][CH:19]=1)[NH2:17].C([O-])([O-])=O.[K+].[K+], predict the reaction product. (4) Given the reactants [CH2:1]([O:8][C:9]1[CH:26]=[CH:25][C:24]2[C@@H:23]3[C@H:14]([C@H:15]4[C@@:19]([CH2:21][CH2:22]3)([CH3:20])[C@@H:18]([O:27]C(=O)C)[C@H:17]([C:31]([OH:33])=[O:32])[CH2:16]4)[CH2:13][CH2:12][C:11]=2[CH:10]=1)[C:2]1[CH:7]=[CH:6][CH:5]=[CH:4][CH:3]=1.[OH-].[K+].O.Cl, predict the reaction product. The product is: [CH2:1]([O:8][C:9]1[CH:26]=[CH:25][C:24]2[C@@H:23]3[C@H:14]([C@H:15]4[C@@:19]([CH2:21][CH2:22]3)([CH3:20])[C@@H:18]([OH:27])[C@H:17]([C:31]([OH:33])=[O:32])[CH2:16]4)[CH2:13][CH2:12][C:11]=2[CH:10]=1)[C:2]1[CH:7]=[CH:6][CH:5]=[CH:4][CH:3]=1. (5) Given the reactants [Cl:1][C:2]1[C:7]([C:8]([F:11])([F:10])[F:9])=[CH:6][CH:5]=[CH:4][C:3]=1[C:12]([N:14]1[CH2:23][CH2:22][C:21]2[C:20]([C:24]3[N:28](C4CCCCO4)[N:27]=[CH:26][CH:25]=3)=[N:19][C:18]([CH3:35])=[N:17][C:16]=2[CH2:15]1)=[O:13].CC1N=C(C2N(C3CCCCO3)N=CC=2)C2CCN(C(OC(C)(C)C)=O)CC=2N=1, predict the reaction product. The product is: [Cl:1][C:2]1[C:7]([C:8]([F:10])([F:11])[F:9])=[CH:6][CH:5]=[CH:4][C:3]=1[C:12]([N:14]1[CH2:23][CH2:22][C:21]2[C:20]([C:24]3[NH:28][N:27]=[CH:26][C:25]=3[C:8]([F:11])([F:10])[F:9])=[N:19][C:18]([CH3:35])=[N:17][C:16]=2[CH2:15]1)=[O:13]. (6) Given the reactants CS(CCNCC1OC([C:14]2[CH:15]=[CH:16][C:17]3[N:23]=C[N:21]=[C:20](NC4C=CC(OCC5C=CC=C(F)C=5)=C(Cl)C=4)[C:18]=3[CH:19]=2)=CC=1)(=O)=O.NC1C=CC=CC=1C#N.[I:50]I.ICl, predict the reaction product. The product is: [NH2:23][C:17]1[CH:16]=[CH:15][C:14]([I:50])=[CH:19][C:18]=1[C:20]#[N:21]. (7) Given the reactants [CH3:1][O:2][C:3]1[CH:8]=[CH:7][CH:6]=[C:5]([O:9][CH3:10])[CH:4]=1.[CH3:11][O:12][C:13]1[CH:18]=[CH:17][C:16]([CH2:19][C:20](Cl)=[O:21])=[CH:15][CH:14]=1, predict the reaction product. The product is: [CH3:1][O:2][C:3]1[CH:4]=[C:5]([O:9][CH3:10])[CH:6]=[CH:7][C:8]=1[C:20](=[O:21])[CH2:19][C:16]1[CH:17]=[CH:18][C:13]([O:12][CH3:11])=[CH:14][CH:15]=1.